Dataset: Catalyst prediction with 721,799 reactions and 888 catalyst types from USPTO. Task: Predict which catalyst facilitates the given reaction. (1) Reactant: [Cl:1][C:2]1[CH:3]=[C:4]([NH2:15])[C:5]([O:8][C:9]2[CH:14]=[CH:13][CH:12]=[CH:11][CH:10]=2)=[N:6][CH:7]=1.[Cl:16][C:17]1[CH:22]=[CH:21][C:20]([S:23](Cl)(=[O:25])=[O:24])=[CH:19][C:18]=1[C:27]([F:30])([F:29])[F:28]. Product: [Cl:16][C:17]1[CH:22]=[CH:21][C:20]([S:23]([NH:15][C:4]2[C:5]([O:8][C:9]3[CH:14]=[CH:13][CH:12]=[CH:11][CH:10]=3)=[N:6][CH:7]=[C:2]([Cl:1])[CH:3]=2)(=[O:24])=[O:25])=[CH:19][C:18]=1[C:27]([F:30])([F:28])[F:29]. The catalyst class is: 17. (2) Reactant: [N:1]1[C:2]([CH2:10][CH2:11][NH2:12])=[N:3][N:4]2[CH:9]=[CH:8][CH:7]=[CH:6][C:5]=12.[CH3:13][N:14]1[CH:19]=[C:18]([CH2:20]Cl)[C:17]([C:22](OC)=[O:23])=[C:16]([Cl:26])[C:15]1=[O:27]. Product: [Cl:26][C:16]1[C:15](=[O:27])[N:14]([CH3:13])[CH:19]=[C:18]2[CH2:20][N:12]([CH2:11][CH2:10][C:2]3[N:1]=[C:5]4[CH:6]=[CH:7][CH:8]=[CH:9][N:4]4[N:3]=3)[C:22](=[O:23])[C:17]=12. The catalyst class is: 23. (3) Reactant: [Na].[C:2]1([S:8]([OH:10])=[O:9])[CH:7]=[CH:6][CH:5]=[CH:4][CH:3]=1.[CH3:11][C:12]1[C:13](=[O:18])[CH2:14][CH2:15][CH2:16][CH:17]=1.Cl. Product: [CH3:11][CH:12]1[CH:17]([S:8]([C:2]2[CH:7]=[CH:6][CH:5]=[CH:4][CH:3]=2)(=[O:10])=[O:9])[CH2:16][CH2:15][CH2:14][C:13]1=[O:18]. The catalyst class is: 6. (4) Product: [N+:1]([C:4]1[CH:5]=[C:6]2[C:11](=[CH:12][CH:13]=1)[N:10]([CH2:17][CH2:18][N:19]1[CH2:24][CH2:23][CH2:22][CH2:21][CH2:20]1)[C:9](=[O:14])[CH2:8][CH2:7]2)([O-:3])=[O:2]. The catalyst class is: 3. Reactant: [N+:1]([C:4]1[CH:5]=[C:6]2[C:11](=[CH:12][CH:13]=1)[NH:10][C:9](=[O:14])[CH2:8][CH2:7]2)([O-:3])=[O:2].Cl.Cl[CH2:17][CH2:18][N:19]1[CH2:24][CH2:23][CH2:22][CH2:21][CH2:20]1.C(=O)([O-])[O-].[K+].[K+].O. (5) Reactant: [C:1]([C:4]1[C:9]([O:10][CH2:11][CH2:12][CH2:13][C:14]([O:16]CC)=[O:15])=[C:8]([CH2:19][CH2:20][CH3:21])[C:7]([O:22][CH2:23][CH2:24][CH2:25][S:26][C:27]2[CH:32]=[CH:31][C:30]([C:33](=[O:35])[CH3:34])=[C:29]([OH:36])[C:28]=2[CH2:37][CH2:38][CH3:39])=[CH:6][CH:5]=1)(=[O:3])[CH3:2].[OH-].[Na+].O.Cl. Product: [C:1]([C:4]1[C:9]([O:10][CH2:11][CH2:12][CH2:13][C:14]([OH:16])=[O:15])=[C:8]([CH2:19][CH2:20][CH3:21])[C:7]([O:22][CH2:23][CH2:24][CH2:25][S:26][C:27]2[CH:32]=[CH:31][C:30]([C:33](=[O:35])[CH3:34])=[C:29]([OH:36])[C:28]=2[CH2:37][CH2:38][CH3:39])=[CH:6][CH:5]=1)(=[O:3])[CH3:2]. The catalyst class is: 8. (6) Reactant: [Br:1][C:2]1[CH:7]=[CH:6][C:5]([CH2:8][C:9](Cl)=[O:10])=[CH:4][CH:3]=1.[C:12]([Si:16]([C:28]1[CH:33]=[CH:32][CH:31]=[CH:30][CH:29]=1)([C:22]1[CH:27]=[CH:26][CH:25]=[CH:24][CH:23]=1)[O:17][CH:18]1[CH2:21][NH:20][CH2:19]1)([CH3:15])([CH3:14])[CH3:13].CCN(C(C)C)C(C)C. Product: [Br:1][C:2]1[CH:7]=[CH:6][C:5]([CH2:8][C:9]([N:20]2[CH2:19][CH:18]([O:17][Si:16]([C:12]([CH3:15])([CH3:14])[CH3:13])([C:28]3[CH:29]=[CH:30][CH:31]=[CH:32][CH:33]=3)[C:22]3[CH:27]=[CH:26][CH:25]=[CH:24][CH:23]=3)[CH2:21]2)=[O:10])=[CH:4][CH:3]=1. The catalyst class is: 2. (7) Reactant: [O:1]1[CH:5]=[CH:4][C:3]([C:6]2[CH:13]=[CH:12][C:11]([OH:14])=[CH:10][C:7]=2[C:8]#[N:9])=[CH:2]1. Product: [NH2:9][CH2:8][C:7]1[CH:10]=[C:11]([OH:14])[CH:12]=[CH:13][C:6]=1[C:3]1[CH:4]=[CH:5][O:1][CH:2]=1. The catalyst class is: 319. (8) Reactant: [H-].[Na+].[N+:3]([C:6]1[CH:17]=[CH:16][C:9]2[CH2:10][CH2:11][CH2:12][C:13](=[O:15])[NH:14][C:8]=2[CH:7]=1)([O-:5])=[O:4].I[CH3:19]. Product: [CH3:19][N:14]1[C:8]2[CH:7]=[C:6]([N+:3]([O-:5])=[O:4])[CH:17]=[CH:16][C:9]=2[CH2:10][CH2:11][CH2:12][C:13]1=[O:15]. The catalyst class is: 3.